Dataset: Full USPTO retrosynthesis dataset with 1.9M reactions from patents (1976-2016). Task: Predict the reactants needed to synthesize the given product. (1) Given the product [CH3:1][C:2]1[CH:3]=[CH:4][C:5]([S:8]([O:11][CH2:12][CH:13]2[O:18][C:17]3[C:19]([CH2:31][CH2:32][CH2:33][OH:35])=[C:20]([O:23][CH2:24][C:25]4[CH:30]=[CH:29][CH:28]=[CH:27][CH:26]=4)[CH:21]=[CH:22][C:16]=3[O:15][CH2:14]2)(=[O:9])=[O:10])=[CH:6][CH:7]=1, predict the reactants needed to synthesize it. The reactants are: [CH3:1][C:2]1[CH:7]=[CH:6][C:5]([S:8]([O:11][CH2:12][C@@H:13]2[O:18][C:17]3[C:19]([CH2:31][CH:32]=[CH2:33])=[C:20]([O:23][CH2:24][C:25]4[CH:30]=[CH:29][CH:28]=[CH:27][CH:26]=4)[CH:21]=[CH:22][C:16]=3[O:15][CH2:14]2)(=[O:10])=[O:9])=[CH:4][CH:3]=1.B.[O:35]1CCCC1.C(=O)(O)[O-].[Na+].OO. (2) Given the product [CH3:42][NH:41][C:39]([C:37]1[N:36]=[N:35][N:34]([CH2:33][CH2:32][CH2:31][CH2:30][C:27]2[N:28]=[N:29][C:24]([NH:23][C:17](=[O:19])[CH2:16][C:12]3[CH:11]=[C:10]([C:6]4[CH:7]=[CH:8][CH:9]=[C:4]([O:3][C:2]([F:1])([F:21])[F:20])[CH:5]=4)[CH:15]=[CH:14][N:13]=3)=[CH:25][CH:26]=2)[CH:38]=1)=[O:40], predict the reactants needed to synthesize it. The reactants are: [F:1][C:2]([F:21])([F:20])[O:3][C:4]1[CH:5]=[C:6]([C:10]2[CH:15]=[CH:14][N:13]=[C:12]([CH2:16][C:17]([O-:19])=O)[CH:11]=2)[CH:7]=[CH:8][CH:9]=1.[Li+].[NH2:23][C:24]1[N:29]=[N:28][C:27]([CH2:30][CH2:31][CH2:32][CH2:33][N:34]2[CH:38]=[C:37]([C:39]([NH:41][CH3:42])=[O:40])[N:36]=[N:35]2)=[CH:26][CH:25]=1.C(P1(=O)OP(CCC)(=O)OP(CCC)(=O)O1)CC. (3) Given the product [CH3:1][O:2][C:3](=[O:34])[CH2:4][C@H:5]1[C:9]2[CH:10]=[CH:11][C:12]([O:14][C@H:15]3[C:23]4[C:18](=[C:19]([C:36]5[C:37]([CH3:49])=[CH:38][C:39]([C:43]6[N:47]=[C:46]([CH3:48])[O:45][N:44]=6)=[CH:40][C:41]=5[CH3:42])[CH:20]=[CH:21][C:22]=4[F:24])[CH2:17][CH2:16]3)=[CH:13][C:8]=2[O:7][CH2:6]1, predict the reactants needed to synthesize it. The reactants are: [CH3:1][O:2][C:3](=[O:34])[CH2:4][C@H:5]1[C:9]2[CH:10]=[CH:11][C:12]([O:14][C@H:15]3[C:23]4[C:18](=[C:19](B5OC(C)(C)C(C)(C)O5)[CH:20]=[CH:21][C:22]=4[F:24])[CH2:17][CH2:16]3)=[CH:13][C:8]=2[O:7][CH2:6]1.Br[C:36]1[C:41]([CH3:42])=[CH:40][C:39]([C:43]2[N:47]=[C:46]([CH3:48])[O:45][N:44]=2)=[CH:38][C:37]=1[CH3:49].BrC1C=CC(F)=C2C=1CC[C@H]2OC1C=CC2[C@H](CC(OC)=O)COC=2C=1. (4) Given the product [ClH:33].[NH2:25][CH:22]1[CH2:23][CH2:24][CH:19]([O:18][C:14]2[C:15]3[C:16]4[CH2:17][C@H:5]([CH2:4][C:1]([NH2:2])=[O:3])[CH2:6][CH2:7][C:8]=4[S:9][C:10]=3[N:11]=[CH:12][N:13]=2)[CH2:20][CH2:21]1, predict the reactants needed to synthesize it. The reactants are: [C:1]([CH2:4][C@H:5]1[CH2:17][C:16]2[C:15]3[C:14]([O:18][CH:19]4[CH2:24][CH2:23][CH:22]([NH:25]C(=O)OC(C)(C)C)[CH2:21][CH2:20]4)=[N:13][CH:12]=[N:11][C:10]=3[S:9][C:8]=2[CH2:7][CH2:6]1)(=[O:3])[NH2:2].[ClH:33]. (5) Given the product [CH3:1][C:2]1([CH3:32])[CH2:10][C:9]2[NH:8][N:7]=[C:6]([C:11]3[NH:12][C:13]4[C:18]([CH:19]=3)=[CH:17][CH:16]=[C:15]([NH:20][CH3:21])[CH:14]=4)[C:5]=2[CH2:4][CH2:3]1, predict the reactants needed to synthesize it. The reactants are: [CH3:1][C:2]1([CH3:32])[CH2:10][C:9]2[NH:8][N:7]=[C:6]([C:11]3[NH:12][C:13]4[C:18]([CH:19]=3)=[CH:17][CH:16]=[C:15]([N:20](C)[C:21](=O)OCC3C=CC=CC=3)[CH:14]=4)[C:5]=2[CH2:4][CH2:3]1.C([O-])=O.[NH4+]. (6) Given the product [CH3:1][O:2][C:3]1[C:11]([CH3:12])=[CH:10][CH:9]=[C:8]2[C:4]=1[CH:5]=[C:6]([C:13]([NH2:17])=[O:15])[NH:7]2, predict the reactants needed to synthesize it. The reactants are: [CH3:1][O:2][C:3]1[C:11]([CH3:12])=[CH:10][CH:9]=[C:8]2[C:4]=1[CH:5]=[C:6]([C:13]([O:15]C)=O)[NH:7]2.[NH3:17]. (7) Given the product [NH2:9][C@H:8]1[C@H:2]([F:1])[CH2:3][O:4][C@H:5]([C:17]2[N:21]([CH3:22])[N:20]=[CH:19][C:18]=2[NH:23][C:38]([C:36]2[N:37]=[C:33]([C:28]3[CH:29]=[CH:30][CH:31]=[CH:32][C:27]=3[F:26])[S:34][CH:35]=2)=[O:39])[CH2:6][CH2:7]1, predict the reactants needed to synthesize it. The reactants are: [F:1][C@H:2]1[C@H:8]([NH:9]C(=O)OC(C)(C)C)[CH2:7][CH2:6][C@@H:5]([C:17]2[N:21]([CH3:22])[N:20]=[CH:19][C:18]=2[N+:23]([O-])=O)[O:4][CH2:3]1.[F:26][C:27]1[CH:32]=[CH:31][CH:30]=[CH:29][C:28]=1[C:33]1[S:34][CH:35]=[C:36]([C:38](O)=[O:39])[N:37]=1. (8) The reactants are: C12(CS(O)(=O)=O)C(C)(C)C(CC1)CC2=O.[CH3:16][O:17][CH2:18][CH2:19][N:20]1[CH2:26][CH2:25][C:24]2[CH:27]=[C:28]([NH2:31])[CH:29]=[CH:30][C:23]=2[CH2:22][CH2:21]1.Cl[C:33]1[N:38]=[C:37]([NH:39][C:40]2[CH:45]=[CH:44][CH:43]=[CH:42][C:41]=2[S:46]([N:49]([CH3:51])[CH3:50])(=[O:48])=[O:47])[C:36]([Cl:52])=[CH:35][N:34]=1.C(=O)([O-])[O-]. Given the product [Cl:52][C:36]1[C:37]([NH:39][C:40]2[CH:45]=[CH:44][CH:43]=[CH:42][C:41]=2[S:46]([N:49]([CH3:51])[CH3:50])(=[O:48])=[O:47])=[N:38][C:33]([NH:31][C:28]2[CH:29]=[CH:30][C:23]3[CH2:22][CH2:21][N:20]([CH2:19][CH2:18][O:17][CH3:16])[CH2:26][CH2:25][C:24]=3[CH:27]=2)=[N:34][CH:35]=1, predict the reactants needed to synthesize it. (9) Given the product [CH3:13][CH2:12][CH2:11][CH:10]([CH3:16])[CH3:15].[C:6]([O:7][CH2:8][CH3:9])(=[O:3])[CH3:5], predict the reactants needed to synthesize it. The reactants are: C(Cl)(=[O:3])C.[CH3:5][CH2:6][O:7][CH2:8][CH3:9].[C:10]1([CH3:16])[CH:15]=C[CH:13]=[CH:12][CH:11]=1. (10) Given the product [CH3:20][O:19][CH:12]1[CH:13]2[CH2:18][C:9]3([CH2:8][NH2:7])[CH2:16][CH:15]([CH2:17][CH:11]1[CH2:10]3)[CH2:14]2, predict the reactants needed to synthesize it. The reactants are: C(OC(=O)[NH:7][CH2:8][C:9]12[CH2:18][CH:13]3[CH2:14][CH:15]([CH2:17][CH:11]([CH:12]3[O:19][CH3:20])[CH2:10]1)[CH2:16]2)(C)(C)C.Br.